This data is from Catalyst prediction with 721,799 reactions and 888 catalyst types from USPTO. The task is: Predict which catalyst facilitates the given reaction. (1) Reactant: [N:1]1([C:11]([O:13][CH3:14])=[O:12])[C:10]2[C:5](=[CH:6][CH:7]=[CH:8][CH:9]=2)[CH2:4][CH2:3][CH2:2]1.[Br:15]N1C(=O)CCC1=O.O. Product: [Br:15][C:7]1[CH:6]=[C:5]2[C:10](=[CH:9][CH:8]=1)[N:1]([C:11]([O:13][CH3:14])=[O:12])[CH2:2][CH2:3][CH2:4]2. The catalyst class is: 9. (2) Reactant: [F:1][C:2]([F:35])([F:34])[C:3]1[CH:8]=[CH:7][C:6]([C@:9]23[CH2:14][C@H:13]2[CH2:12][N:11]([CH2:15][CH2:16][CH2:17][N:18]2[CH:23]=[C:22]([C:24]4[C:25]([CH3:31])=[N:26][N:27]([CH3:30])[C:28]=4[CH3:29])[C:21](=[O:32])[NH:20][C:19]2=[O:33])[CH2:10]3)=[CH:5][CH:4]=1.[ClH:36].CO. Product: [ClH:36].[ClH:36].[F:35][C:2]([F:1])([F:34])[C:3]1[CH:4]=[CH:5][C:6]([C@:9]23[CH2:14][C@H:13]2[CH2:12][N:11]([CH2:15][CH2:16][CH2:17][N:18]2[CH:23]=[C:22]([C:24]4[C:25]([CH3:31])=[N:26][N:27]([CH3:30])[C:28]=4[CH3:29])[C:21](=[O:32])[NH:20][C:19]2=[O:33])[CH2:10]3)=[CH:7][CH:8]=1. The catalyst class is: 27.